This data is from Catalyst prediction with 721,799 reactions and 888 catalyst types from USPTO. The task is: Predict which catalyst facilitates the given reaction. (1) Reactant: [NH:1]1[CH2:6][CH2:5][C:4]2([CH2:15][CH2:14][C:13]3[C:8](=[CH:9][CH:10]=[CH:11][CH:12]=3)[O:7]2)[CH2:3][CH2:2]1.[CH:16]([O:19][C:20]1[CH:28]=[CH:27][C:23]([C:24](O)=[O:25])=[CH:22][C:21]=1[CH3:29])([CH3:18])[CH3:17].CN(C(ON1N=NC2C=CC=NC1=2)=[N+](C)C)C.F[P-](F)(F)(F)(F)F.C(N(CC)CC)C. Product: [CH:16]([O:19][C:20]1[CH:28]=[CH:27][C:23]([C:24]([N:1]2[CH2:6][CH2:5][C:4]3([CH2:15][CH2:14][C:13]4[C:8](=[CH:9][CH:10]=[CH:11][CH:12]=4)[O:7]3)[CH2:3][CH2:2]2)=[O:25])=[CH:22][C:21]=1[CH3:29])([CH3:18])[CH3:17]. The catalyst class is: 3. (2) Reactant: Cl.[Cl:2][C:3]1[CH:4]=[CH:5][C:6]([N:24]2[CH2:29][CH2:28][N:27]([CH3:30])[CH2:26][CH2:25]2)=[C:7]([C:9](=[O:23])/[CH:10]=[CH:11]/[C:12]2[CH:17]=[CH:16][C:15](/[CH:18]=[CH:19]/[C:20](O)=[O:21])=[CH:14][CH:13]=2)[CH:8]=1.C1C=CC2[N:39]([OH:40])N=NC=2C=1.C(Cl)CCl.NOC1CCCCO1. Product: [ClH:2].[Cl:2][C:3]1[CH:4]=[CH:5][C:6]([N:24]2[CH2:29][CH2:28][N:27]([CH3:30])[CH2:26][CH2:25]2)=[C:7]([C:9](=[O:23])/[CH:10]=[CH:11]/[C:12]2[CH:17]=[CH:16][C:15](/[CH:18]=[CH:19]/[C:20]([NH:39][OH:40])=[O:21])=[CH:14][CH:13]=2)[CH:8]=1. The catalyst class is: 2. (3) Reactant: Cl.[CH3:2][C:3]1[CH:4]=[C:5]2[CH:14]=[CH:13][NH:12][N:6]2[C:7](=[O:11])[C:8]=1[C:9]#[N:10].Cl[CH2:16][O:17][CH2:18][CH2:19][Si:20]([CH3:23])([CH3:22])[CH3:21].C(N(C(C)C)C(C)C)C.C([O-])(O)=O.[Na+]. Product: [CH3:2][C:3]1[CH:4]=[C:5]2[CH:14]=[CH:13][N:12]([CH2:16][O:17][CH2:18][CH2:19][Si:20]([CH3:23])([CH3:22])[CH3:21])[N:6]2[C:7](=[O:11])[C:8]=1[C:9]#[N:10]. The catalyst class is: 2. (4) Reactant: [Cl:1][C:2]1[CH2:8][CH2:7][N:6]([CH2:9][C:10]2[CH:15]=[CH:14][CH:13]=[CH:12][CH:11]=2)[CH2:5][CH2:4][C:3]=1[CH:16]=O.Cl.[NH2:19][OH:20]. Product: [Cl:1][C:2]1[CH2:8][CH2:7][N:6]([CH2:9][C:10]2[CH:15]=[CH:14][CH:13]=[CH:12][CH:11]=2)[CH2:5][CH2:4][C:3]=1[CH:16]=[N:19][OH:20]. The catalyst class is: 8. (5) Reactant: [NH2:1][C:2]1[C:3]([F:13])=[C:4]([C:9]([F:12])=[CH:10][CH:11]=1)[C:5]([O:7][CH3:8])=[O:6].C(N([CH2:19][CH3:20])CC)C.[O:21]1[CH:25]=[CH:24][CH:23]=[C:22]1[S:26](Cl)(=[O:28])=[O:27]. Product: [F:13][C:3]1[C:2]([N:1]([S:26]([C:22]2[O:21][CH:25]=[CH:19][CH:20]=2)(=[O:28])=[O:27])[S:26]([C:22]2[O:21][CH:25]=[CH:24][CH:23]=2)(=[O:28])=[O:27])=[CH:11][CH:10]=[C:9]([F:12])[C:4]=1[C:5]([O:7][CH3:8])=[O:6]. The catalyst class is: 2. (6) Reactant: [CH3:1][O:2][C:3]1[CH:4]=[C:5]2[C:9](=[CH:10][CH:11]=1)[CH2:8][CH:7]=[CH:6]2.C[Si]([N-][Si](C)(C)C)(C)C.[Li+].Cl[CH2:23][CH2:24][N:25]([CH2:33][CH2:34]Cl)[C:26](=[O:32])[O:27][C:28]([CH3:31])([CH3:30])[CH3:29]. The catalyst class is: 1. Product: [CH3:1][O:2][C:3]1[CH:4]=[C:5]2[C:9](=[CH:10][CH:11]=1)[C:8]1([CH2:34][CH2:33][N:25]([C:26]([O:27][C:28]([CH3:30])([CH3:29])[CH3:31])=[O:32])[CH2:24][CH2:23]1)[CH:7]=[CH:6]2. (7) Reactant: C(OC([NH:8][C:9]1[CH:14]=[C:13]([O:15][CH3:16])[CH:12]=[CH:11][C:10]=1[CH:17]([C:29](=O)[C:30]1[CH:34]=[CH:33][S:32][CH:31]=1)[CH2:18][C:19]1[N:24]=[C:23]([C:25]([O:27][CH3:28])=[O:26])[CH:22]=[CH:21][CH:20]=1)=O)(C)(C)C.FC(F)(F)C(O)=O. Product: [CH3:16][O:15][C:13]1[CH:14]=[C:9]2[C:10]([C:17]([CH2:18][C:19]3[N:24]=[C:23]([C:25]([O:27][CH3:28])=[O:26])[CH:22]=[CH:21][CH:20]=3)=[C:29]([C:30]3[CH:34]=[CH:33][S:32][CH:31]=3)[NH:8]2)=[CH:11][CH:12]=1. The catalyst class is: 4.